Dataset: Reaction yield outcomes from USPTO patents with 853,638 reactions. Task: Predict the reaction yield, written as a fraction of the theoretical maximum amount of product (1.0 means a 100% yield; for example, 0.34 means a 34% yield). (1) The reactants are [NH:1]1[CH2:4][CH:3]([O:5][C:6]2[CH:19]=[CH:18][C:9]([CH2:10][N:11]3[CH2:16][CH2:15][N:14]([CH3:17])[CH2:13][CH2:12]3)=[C:8]([Cl:20])[CH:7]=2)[CH2:2]1.[CH3:21][O:22][C:23]1[CH:28]=[CH:27][C:26]([C:29]2[O:33][C:32]([C:34](OCC)=[O:35])=[N:31][N:30]=2)=[CH:25][CH:24]=1. No catalyst specified. The product is [Cl:20][C:8]1[CH:7]=[C:6]([CH:19]=[CH:18][C:9]=1[CH2:10][N:11]1[CH2:12][CH2:13][N:14]([CH3:17])[CH2:15][CH2:16]1)[O:5][CH:3]1[CH2:4][N:1]([C:34]([C:32]2[O:33][C:29]([C:26]3[CH:27]=[CH:28][C:23]([O:22][CH3:21])=[CH:24][CH:25]=3)=[N:30][N:31]=2)=[O:35])[CH2:2]1. The yield is 0.640. (2) The reactants are Cl[C:2]1[N:10]=[C:9](Cl)[CH:8]=[CH:7][C:3]=1[C:4]([NH2:6])=[O:5].[F:12][C:13]1([F:27])[CH2:17][CH2:16][N:15]([CH2:18][CH2:19][C:20]2[CH:26]=[CH:25][C:23]([NH2:24])=[CH:22][CH:21]=2)[CH2:14]1.C(O[C:33](=[O:40])[NH:34][C@H:35]1[CH2:39][CH2:38][NH:37][CH2:36]1)(C)(C)C.[C:41](O)(=O)[CH:42]=C. No catalyst specified. The product is [C:33]([NH:34][C@H:35]1[CH2:39][CH2:38][N:37]([C:9]2[CH:8]=[CH:7][C:3]([C:4]([NH2:6])=[O:5])=[C:2]([NH:24][C:23]3[CH:25]=[CH:26][C:20]([CH2:19][CH2:18][N:15]4[CH2:16][CH2:17][C:13]([F:12])([F:27])[CH2:14]4)=[CH:21][CH:22]=3)[N:10]=2)[CH2:36]1)(=[O:40])[CH:41]=[CH2:42]. The yield is 0.260. (3) The reactants are CO[C:3](=O)[NH:4][CH2:5][CH2:6][CH:7]([C:14]1[CH:22]=[C:21]2[C:17]([CH:18]=[CH:19][NH:20]2)=[CH:16][CH:15]=1)[C:8]1[CH:13]=[CH:12][CH:11]=[CH:10][CH:9]=1.N1C2C(=CC(C(C3C=CC=CC=3)CCNC)=CC=2)C=C1. No catalyst specified. The product is [NH:20]1[C:21]2[C:17](=[CH:16][CH:15]=[C:14]([CH:7]([C:8]3[CH:13]=[CH:12][CH:11]=[CH:10][CH:9]=3)[CH2:6][CH2:5][NH:4][CH3:3])[CH:22]=2)[CH:18]=[CH:19]1. The yield is 0.240. (4) The reactants are CC(OI1(OC(C)=O)(OC(C)=O)OC(=O)C2C=CC=CC1=2)=O.[F:23][C:24]1([F:32])[CH2:29][CH2:28][CH:27]([CH2:30][OH:31])[CH2:26][CH2:25]1.C([O-])(O)=O.[Na+].[O-]S([O-])(=S)=O.[Na+].[Na+]. The catalyst is C(Cl)Cl.O. The product is [F:23][C:24]1([F:32])[CH2:29][CH2:28][CH:27]([CH:30]=[O:31])[CH2:26][CH2:25]1. The yield is 1.00. (5) The reactants are C([C:5]1[C:10]([C:11]2[CH:16]=[C:15]([C:17]3[CH:22]=[CH:21][CH:20]=[CH:19][C:18]=3[O:23]CC3C=CC(OC)=CC=3)[N:14]=[C:13]([NH2:33])[C:12]=2[CH2:34][OH:35])=[CH:9][CH2:8][CH2:7][N:6]=1)(C)(C)C.[ClH:36]. The catalyst is O1CCOCC1. The product is [ClH:36].[NH2:33][C:13]1[N:14]=[C:15]([C:17]2[CH:22]=[CH:21][CH:20]=[CH:19][C:18]=2[OH:23])[CH:16]=[C:11]([C:10]2[CH2:5][NH:6][CH2:7][CH2:8][CH:9]=2)[C:12]=1[CH2:34][OH:35]. The yield is 0.870. (6) The reactants are [CH2:1]([O:3][C:4](=[O:36])[N:5]([CH:12]([C:20]1[CH:25]=[CH:24][C:23]([O:26]CC2C=CC=CC=2)=[C:22]([O:34][CH3:35])[CH:21]=1)[CH2:13][C:14]1[CH:19]=[CH:18][CH:17]=[CH:16][CH:15]=1)CC(OC)OC)[CH3:2].[C:37](OCC)(=[O:39])C.CCCCCC. The catalyst is C(OCC)(=O)C.C(O)C.[Pd]. The product is [CH2:1]([O:3][C:4](=[O:36])[NH:5][CH:12]([C:20]1[CH:25]=[CH:24][C:23]([OH:26])=[C:22]([O:34][CH3:35])[CH:21]=1)[CH2:13][C:14]1[CH:19]=[CH:18][CH:17]=[C:16]([O:39][CH3:37])[CH:15]=1)[CH3:2]. The yield is 0.560.